Predict which catalyst facilitates the given reaction. From a dataset of Catalyst prediction with 721,799 reactions and 888 catalyst types from USPTO. (1) Reactant: [F:1][C:2]1[C:3]([CH3:21])=[C:4]([C:14]([OH:20])=[C:15]([N+:17]([O-:19])=[O:18])[CH:16]=1)[C:5]([O:7][C:8]1[CH:13]=[CH:12][CH:11]=[CH:10][CH:9]=1)=[O:6].C([O-])([O-])=O.[K+].[K+].[CH:28]1[CH:33]=[CH:32][C:31]([CH2:34]Br)=[CH:30][CH:29]=1. Product: [CH2:34]([O:20][C:14]1[C:15]([N+:17]([O-:19])=[O:18])=[CH:16][C:2]([F:1])=[C:3]([CH3:21])[C:4]=1[C:5]([O:7][C:8]1[CH:13]=[CH:12][CH:11]=[CH:10][CH:9]=1)=[O:6])[C:31]1[CH:32]=[CH:33][CH:28]=[CH:29][CH:30]=1. The catalyst class is: 21. (2) Reactant: [Cl:1][C:2]1[CH:3]=[N:4][CH:5]=[C:6]([Cl:28])[C:7]=1[NH:8][C:9]1[N:13]([CH3:14])[C:12]2[C:15]3[CH2:16][C:17]([CH3:27])([CH3:26])[O:18][C:19]=3[C:20]([C:22]([O:24]C)=O)=[CH:21][C:11]=2[N:10]=1.[CH:29]1([C:32]2[CH:33]=[CH:34][C:35]([F:39])=[C:36]([CH:38]=2)[NH2:37])[CH2:31][CH2:30]1.C[Al](C)C. Product: [CH:29]1([C:32]2[CH:33]=[CH:34][C:35]([F:39])=[C:36]([NH:37][C:22]([C:20]3[C:19]4[O:18][C:17]([CH3:27])([CH3:26])[CH2:16][C:15]=4[C:12]4[N:13]([CH3:14])[C:9]([NH:8][C:7]5[C:2]([Cl:1])=[CH:3][N:4]=[CH:5][C:6]=5[Cl:28])=[N:10][C:11]=4[CH:21]=3)=[O:24])[CH:38]=2)[CH2:31][CH2:30]1. The catalyst class is: 11. (3) Reactant: [F:1][S:2]([F:13])([F:12])([F:11])([F:10])[C:3]1[CH:4]=[C:5]([CH:7]=[CH:8][CH:9]=1)[NH2:6].C1C(=O)N([Br:21])C(=O)C1.O. Product: [Br:21][C:9]1[CH:8]=[CH:7][C:5]([NH2:6])=[CH:4][C:3]=1[S:2]([F:10])([F:11])([F:12])([F:13])[F:1]. The catalyst class is: 3.